This data is from Forward reaction prediction with 1.9M reactions from USPTO patents (1976-2016). The task is: Predict the product of the given reaction. Given the reactants CN1C(=O)C2C(=CC=C(C(O)=O)C=2)N1.[CH3:15][O:16][C:17]1[C:25]2[C:20](=[CH:21][CH:22]=[C:23]([C:26]([O:28]C)=[O:27])[CH:24]=2)[N:19](C(OCC)=O)[N:18]=1, predict the reaction product. The product is: [CH3:15][O:16][C:17]1[C:25]2[C:20](=[CH:21][CH:22]=[C:23]([C:26]([OH:28])=[O:27])[CH:24]=2)[NH:19][N:18]=1.